From a dataset of Forward reaction prediction with 1.9M reactions from USPTO patents (1976-2016). Predict the product of the given reaction. (1) Given the reactants F[P-](F)(F)(F)(F)F.N1(O[P+](N(C)C)(N(C)C)N(C)C)C2C=CC=C[C:11]=2N=N1.[CH:28]1([CH2:34][C@H:35]([N:39]2[CH2:47][C:46]3[C:41](=[CH:42][CH:43]=[CH:44][C:45]=3Cl)[C:40]2=[O:49])[C:36]([OH:38])=O)[CH2:33][CH2:32][CH2:31][CH2:30][CH2:29]1.[NH2:50][C:51]1[CH:56]=[CH:55][CH:54]=[CH:53][N:52]=1.C1(C[C@H](N2CC3C(=CC=CC=3)C2=O)C(NC2SC=CN=2)=O)CCCCC1, predict the reaction product. The product is: [CH:28]1([CH2:34][C@H:35]([N:39]2[CH2:47][C:46]3[C:41](=[CH:42][CH:43]=[CH:44][CH:45]=3)[C:40]2=[O:49])[C:36]([NH:50][C:51]2[CH:56]=[CH:55][C:54]([CH3:11])=[CH:53][N:52]=2)=[O:38])[CH2:29][CH2:30][CH2:31][CH2:32][CH2:33]1. (2) The product is: [F:21][C@@H:19]1[CH2:20][N:16]([C:14](=[O:15])[CH2:13][NH:12][C:7]23[CH2:8][CH2:9][C:4]([C:1]([NH:31][C:30]4[CH:32]=[CH:33][C:27]([CH2:24][CH2:25][CH3:26])=[CH:28][CH:29]=4)=[O:3])([CH2:11][CH2:10]2)[CH2:5][CH2:6]3)[C@H:17]([C:22]#[N:23])[CH2:18]1. Given the reactants [C:1]([C:4]12[CH2:11][CH2:10][C:7]([NH:12][CH2:13][C:14]([N:16]3[CH2:20][C@@H:19]([F:21])[CH2:18][C@H:17]3[C:22]#[N:23])=[O:15])([CH2:8][CH2:9]1)[CH2:6][CH2:5]2)([OH:3])=O.[CH2:24]([C:27]1[CH:33]=[CH:32][C:30]([NH2:31])=[CH:29][CH:28]=1)[CH2:25][CH3:26], predict the reaction product. (3) Given the reactants [CH3:1][O:2][C:3]1[CH:4]=[C:5]2[C:10](=[CH:11][C:12]=1[O:13][CH3:14])[N:9]=[CH:8][CH:7]=[C:6]2[O:15][C:16]1[C:22]([CH3:23])=[CH:21][C:19]([NH2:20])=[C:18]([CH3:24])[CH:17]=1.C(N(CC)CC)C.Cl[C:33](Cl)([O:35]C(=O)OC(Cl)(Cl)Cl)Cl.[O:44]1[CH2:49][CH2:48][N:47]([CH2:50][CH2:51][NH2:52])[CH2:46][CH2:45]1, predict the reaction product. The product is: [CH3:1][O:2][C:3]1[CH:4]=[C:5]2[C:10](=[CH:11][C:12]=1[O:13][CH3:14])[N:9]=[CH:8][CH:7]=[C:6]2[O:15][C:16]1[C:22]([CH3:23])=[CH:21][C:19]([NH:20][C:33]([NH:52][CH2:51][CH2:50][N:47]2[CH2:48][CH2:49][O:44][CH2:45][CH2:46]2)=[O:35])=[C:18]([CH3:24])[CH:17]=1. (4) The product is: [NH2:32][C:22](=[O:23])[CH2:21][C:15]1([NH:14][C:12]([C:10]2[CH:9]=[CH:8][C:7]([C:25]3([OH:29])[CH2:26][CH2:27][CH2:28]3)=[C:6]([O:5][CH2:4][CH:1]3[CH2:2][CH2:3]3)[N:11]=2)=[O:13])[CH2:16][S:17](=[O:19])(=[O:20])[CH2:18]1. Given the reactants [CH:1]1([CH2:4][O:5][C:6]2[N:11]=[C:10]([C:12]([NH:14][C:15]3([CH2:21][C:22](O)=[O:23])[CH2:18][S:17](=[O:20])(=[O:19])[CH2:16]3)=[O:13])[CH:9]=[CH:8][C:7]=2[C:25]2([OH:29])[CH2:28][CH2:27][CH2:26]2)[CH2:3][CH2:2]1.C1N=C[N:32](C(N2C=NC=C2)=O)C=1.N, predict the reaction product. (5) Given the reactants [OH:1][CH2:2][C:3]1[N:4]=[C:5]([C:8]([O:10][CH2:11][CH3:12])=[O:9])[S:6][CH:7]=1.Br[C:14]1[CH:19]=[CH:18][C:17]([S:20]([NH:23][C@@H:24]([CH2:29][CH3:30])[C:25]([F:28])([F:27])[F:26])(=[O:22])=[O:21])=[C:16]([Cl:31])[C:15]=1[Cl:32].P(C1CCCCC1)(C1CCCCC1)C1CCCCC1.[H+].[B-](F)(F)(F)F.C(O)(C(C)(C)C)=O.C([O-])([O-])=O.[Na+].[Na+], predict the reaction product. The product is: [Cl:32][C:15]1[C:16]([Cl:31])=[C:17]([S:20](=[O:21])(=[O:22])[NH:23][C@@H:24]([CH2:29][CH3:30])[C:25]([F:26])([F:27])[F:28])[CH:18]=[CH:19][C:14]=1[C:7]1[S:6][C:5]([C:8]([O:10][CH2:11][CH3:12])=[O:9])=[N:4][C:3]=1[CH2:2][OH:1]. (6) Given the reactants [F:1][C:2]1[CH:7]=[CH:6][CH:5]=[C:4]([CH2:8][N:9]=[C:10]=[O:11])[CH:3]=1.[CH3:12][C:13]1[N:14]=[CH:15][C:16]2[CH:17]=[CH:18][CH:19]=[C:20]([NH2:23])[C:21]=2[CH:22]=1.BrC1C=CC(CN=C=O)=CC=1, predict the reaction product. The product is: [F:1][C:2]1[CH:3]=[C:4]([CH:5]=[CH:6][CH:7]=1)[CH2:8][NH:9][C:10]([NH:23][C:20]1[CH:19]=[CH:18][CH:17]=[C:16]2[C:21]=1[CH:22]=[C:13]([CH3:12])[N:14]=[CH:15]2)=[O:11].